This data is from Forward reaction prediction with 1.9M reactions from USPTO patents (1976-2016). The task is: Predict the product of the given reaction. (1) The product is: [Cl:3][C:14]1[CH:13]=[CH:12][N:11]=[C:10]2[NH:6][CH:7]=[CH:8][C:9]=12. Given the reactants O=P(Cl)(Cl)[Cl:3].[NH:6]1[C:10]2=[N+:11]([O-])[CH:12]=[CH:13][CH:14]=[C:9]2[CH:8]=[CH:7]1.C([O-])([O-])=O.[Na+].[Na+], predict the reaction product. (2) Given the reactants C[O:2][C:3]([C:5]1[N:13]([CH2:14][C:15]2[CH:19]=[C:18]([C:20]3[S:21][C:22]([Cl:25])=[CH:23][CH:24]=3)[O:17][N:16]=2)[C:12]2[CH:11]=[CH:10][C:9](=[O:26])[NH:8][C:7]=2[CH:6]=1)=[O:4].[OH-].[Li+], predict the reaction product. The product is: [Cl:25][C:22]1[S:21][C:20]([C:18]2[O:17][N:16]=[C:15]([CH2:14][N:13]3[C:12]4[CH:11]=[CH:10][C:9](=[O:26])[NH:8][C:7]=4[CH:6]=[C:5]3[C:3]([OH:4])=[O:2])[CH:19]=2)=[CH:24][CH:23]=1. (3) Given the reactants Br[C:2]1[CH:3]=[CH:4][C:5]([C:8]2([C:11]([NH2:13])=[O:12])[CH2:10][CH2:9]2)=[N:6][CH:7]=1.C([O-])([O-])=O.[Na+].[Na+].[OH:20][C:21]([CH3:54])([CH3:53])[CH2:22][C@:23]1([C:47]2[CH:52]=[CH:51][CH:50]=[CH:49][CH:48]=2)[CH2:28][CH2:27][N:26]([C@H:29]([C:31]2[CH:36]=[CH:35][C:34](B3OC(C)(C)C(C)(C)O3)=[CH:33][CH:32]=2)[CH3:30])[C:25](=[O:46])[NH:24]1.O, predict the reaction product. The product is: [OH:20][C:21]([CH3:53])([CH3:54])[CH2:22][C@:23]1([C:47]2[CH:52]=[CH:51][CH:50]=[CH:49][CH:48]=2)[CH2:28][CH2:27][N:26]([C@H:29]([C:31]2[CH:32]=[CH:33][C:34]([C:2]3[CH:3]=[CH:4][C:5]([C:8]4([C:11]([NH2:13])=[O:12])[CH2:10][CH2:9]4)=[N:6][CH:7]=3)=[CH:35][CH:36]=2)[CH3:30])[C:25](=[O:46])[NH:24]1. (4) Given the reactants CN1CCOCC1.[CH3:8][S:9](Cl)(=[O:11])=[O:10].ClCCl.Cl.[Cl:17][C:18]1[CH:23]=[CH:22][C:21]([S:24]([CH:27]([C:32]2[CH:37]=[C:36]([F:38])[CH:35]=[CH:34][C:33]=2[F:39])[CH2:28][CH2:29][CH2:30][NH2:31])(=[O:26])=[O:25])=[CH:20][CH:19]=1, predict the reaction product. The product is: [Cl:17][C:18]1[CH:19]=[CH:20][C:21]([S:24]([CH:27]([C:32]2[CH:37]=[C:36]([F:38])[CH:35]=[CH:34][C:33]=2[F:39])[CH2:28][CH2:29][CH2:30][NH:31][S:9]([CH3:8])(=[O:11])=[O:10])(=[O:26])=[O:25])=[CH:22][CH:23]=1. (5) Given the reactants [NH2:1][C:2]1[CH:11]=[CH:10][C:5]2[N:6]=[C:7]([SH:9])[S:8][C:4]=2[CH:3]=1.[CH:12]1[CH:17]=[CH:16][C:15]([O:18][C:19](OC2C=CC=CC=2)=[N:20][C:21]#[N:22])=[CH:14][CH:13]=1, predict the reaction product. The product is: [C:15]1([O:18][C:19](=[N:1][C:2]2[CH:11]=[CH:10][C:5]3[N:6]=[C:7]([SH:9])[S:8][C:4]=3[CH:3]=2)[NH:20][C:21]#[N:22])[CH:16]=[CH:17][CH:12]=[CH:13][CH:14]=1. (6) Given the reactants [Br:1][C:2]1[C:3]([F:10])=[C:4]([CH:6]=[CH:7][C:8]=1[F:9])[NH2:5].N1C=CC=CC=1.[CH2:17]([S:20](Cl)(=[O:22])=[O:21])[CH2:18][CH3:19].O, predict the reaction product. The product is: [Br:1][C:2]1[C:3]([F:10])=[C:4]([NH:5][S:20]([CH2:17][CH2:18][CH3:19])(=[O:22])=[O:21])[CH:6]=[CH:7][C:8]=1[F:9]. (7) Given the reactants C(OC([NH:8][C@@H:9]([CH:52]([CH3:54])[CH3:53])[C:10]([O:12][CH2:13][CH2:14][N:15]1[CH2:20][CH2:19][N:18]([CH2:21][C:22]2[CH:23]=[N:24][C:25]([C:28]3[S:36][C:35]4[C:30](=[N:31][CH:32]=[CH:33][C:34]=4[O:37][C:38]4[CH:43]=[CH:42][C:41]([NH:44][C:45]([NH:47][CH:48]5[CH2:50][CH2:49]5)=[O:46])=[CH:40][C:39]=4[F:51])[CH:29]=3)=[CH:26][CH:27]=2)[CH2:17][CH2:16]1)=[O:11])=O)(C)(C)C.C(O)(C(F)(F)F)=O, predict the reaction product. The product is: [NH2:8][C@@H:9]([CH:52]([CH3:54])[CH3:53])[C:10]([O:12][CH2:13][CH2:14][N:15]1[CH2:20][CH2:19][N:18]([CH2:21][C:22]2[CH:23]=[N:24][C:25]([C:28]3[S:36][C:35]4[C:30](=[N:31][CH:32]=[CH:33][C:34]=4[O:37][C:38]4[CH:43]=[CH:42][C:41]([NH:44][C:45]([NH:47][CH:48]5[CH2:49][CH2:50]5)=[O:46])=[CH:40][C:39]=4[F:51])[CH:29]=3)=[CH:26][CH:27]=2)[CH2:17][CH2:16]1)=[O:11]. (8) Given the reactants Cl.[NH2:2][C:3]1[N:11]=[CH:10][N:9]=[C:8]2[C:4]=1[N:5]=[CH:6][N:7]2[C:12]1[CH:17]=[CH:16][C:15]([NH:18][C:19]([NH:21][C:22]2[CH:27]=[CH:26][C:25]([Cl:28])=[C:24]([C:29]([F:32])([F:31])[F:30])[CH:23]=2)=[O:20])=[CH:14][CH:13]=1.Cl[C:34]([O:36][CH2:37][CH2:38][O:39][CH3:40])=[O:35], predict the reaction product. The product is: [CH3:40][O:39][CH2:38][CH2:37][O:36][C:34](=[O:35])[NH:2][C:3]1[N:11]=[CH:10][N:9]=[C:8]2[C:4]=1[N:5]=[CH:6][N:7]2[C:12]1[CH:13]=[CH:14][C:15]([NH:18][C:19]([NH:21][C:22]2[CH:27]=[CH:26][C:25]([Cl:28])=[C:24]([C:29]([F:31])([F:32])[F:30])[CH:23]=2)=[O:20])=[CH:16][CH:17]=1. (9) Given the reactants C(OC(N1CC2C(=CC=CC=2)C1C1C=C(Cl)C=CC=1OCC(OCC)=O)=O)(C)(C)C.[CH2:31]([O:38][C:39]([N:41]1[CH2:49][C:48]2[C:43](=[CH:44][CH:45]=[CH:46][CH:47]=2)[CH:42]1[C:50]1[CH:55]=[C:54]([Cl:56])[CH:53]=[CH:52][C:51]=1[O:57][CH2:58][C:59]([O:61][CH2:62][CH3:63])=[O:60])=[O:40])[C:32]1[CH:37]=[CH:36][CH:35]=[CH:34][CH:33]=1, predict the reaction product. The product is: [CH2:31]([O:38][C:39]([N:41]1[CH2:49][C:48]2[C:43](=[CH:44][CH:45]=[CH:46][CH:47]=2)[C@H:42]1[C:50]1[CH:55]=[C:54]([Cl:56])[CH:53]=[CH:52][C:51]=1[O:57][CH2:58][C:59]([O:61][CH2:62][CH3:63])=[O:60])=[O:40])[C:32]1[CH:37]=[CH:36][CH:35]=[CH:34][CH:33]=1.